Dataset: Forward reaction prediction with 1.9M reactions from USPTO patents (1976-2016). Task: Predict the product of the given reaction. (1) Given the reactants Cl[C:2]1[N:7]=[C:6]([NH:8][C:9]([C:11]2([C:14]3[CH:24]=[CH:23][C:17]4[O:18][C:19]([F:22])([F:21])[O:20][C:16]=4[CH:15]=3)[CH2:13][CH2:12]2)=[O:10])[CH:5]=[CH:4][C:3]=1[CH3:25].[F:26][C:27]1[CH:28]=[C:29](B2OC(C)(C)C(C)(C)O2)[C:30]([O:33][CH3:34])=[N:31][CH:32]=1.C(=O)([O-])[O-].[Na+].[Na+], predict the reaction product. The product is: [F:21][C:19]1([F:22])[O:18][C:17]2[CH:23]=[CH:24][C:14]([C:11]3([C:9]([NH:8][C:6]4[N:7]=[C:2]([C:29]5[C:30]([O:33][CH3:34])=[N:31][CH:32]=[C:27]([F:26])[CH:28]=5)[C:3]([CH3:25])=[CH:4][CH:5]=4)=[O:10])[CH2:13][CH2:12]3)=[CH:15][C:16]=2[O:20]1. (2) Given the reactants [Cl:1][C:2]1([C:14]([OH:16])=O)[N:7]=[C:6]([NH:8][CH:9]2[CH2:13][CH2:12][CH2:11][CH2:10]2)[CH:5]=[CH:4][NH:3]1.C(N(CC)CC)C.N1C(F)=NC(F)=NC=1[F:26], predict the reaction product. The product is: [Cl:1][C:2]1([C:14]([F:26])=[O:16])[N:7]=[C:6]([NH:8][CH:9]2[CH2:13][CH2:12][CH2:11][CH2:10]2)[CH:5]=[CH:4][NH:3]1.